Dataset: Reaction yield outcomes from USPTO patents with 853,638 reactions. Task: Predict the reaction yield, written as a fraction of the theoretical maximum amount of product (1.0 means a 100% yield; for example, 0.34 means a 34% yield). The reactants are [OH:1][C:2]1[CH:11]=[CH:10][CH:9]=[C:8]2[C:3]=1[CH2:4][CH2:5][N:6]([C:12]([O:14][C:15]([CH3:18])([CH3:17])[CH3:16])=[O:13])[CH2:7]2.C([O-])([O-])=O.[K+].[K+].Br[CH2:26][C:27]([O:29][CH2:30][CH3:31])=[O:28]. The catalyst is CC#N. The product is [CH2:30]([O:29][C:27]([CH2:26][O:1][C:2]1[CH:11]=[CH:10][CH:9]=[C:8]2[C:3]=1[CH2:4][CH2:5][N:6]([C:12]([O:14][C:15]([CH3:18])([CH3:17])[CH3:16])=[O:13])[CH2:7]2)=[O:28])[CH3:31]. The yield is 0.900.